From a dataset of Reaction yield outcomes from USPTO patents with 853,638 reactions. Predict the reaction yield, written as a fraction of the theoretical maximum amount of product (1.0 means a 100% yield; for example, 0.34 means a 34% yield). The reactants are [CH2:1]([O:8][C:9]([C:11]1[NH:12][CH:13]=[CH:14][CH:15]=1)=[O:10])[C:2]1[CH:7]=[CH:6][CH:5]=[CH:4][CH:3]=1.C(=O)([O-])[O-].[K+].[K+].C1C(=O)N([I:29])C(=O)C1. The catalyst is C(#N)C. The product is [CH2:1]([O:8][C:9]([C:11]1[NH:12][CH:13]=[C:14]([I:29])[CH:15]=1)=[O:10])[C:2]1[CH:3]=[CH:4][CH:5]=[CH:6][CH:7]=1. The yield is 0.320.